Dataset: Reaction yield outcomes from USPTO patents with 853,638 reactions. Task: Predict the reaction yield, written as a fraction of the theoretical maximum amount of product (1.0 means a 100% yield; for example, 0.34 means a 34% yield). (1) The product is [Cl:23][C:21]1[CH:22]=[C:17]([NH:1][C:2]2[CH:3]=[CH:4][C:5]([C:8]([N:10]3[CH2:15][CH2:14][O:13][CH2:12][CH2:11]3)=[O:9])=[CH:6][N:7]=2)[C:18](=[O:25])[N:19]([CH3:24])[N:20]=1. The yield is 0.510. The reactants are [NH2:1][C:2]1[N:7]=[CH:6][C:5]([C:8]([N:10]2[CH2:15][CH2:14][O:13][CH2:12][CH2:11]2)=[O:9])=[CH:4][CH:3]=1.Br[C:17]1[C:18](=[O:25])[N:19]([CH3:24])[N:20]=[C:21]([Cl:23])[CH:22]=1.CC1(C)C2C(=C(P(C3C=CC=CC=3)C3C=CC=CC=3)C=CC=2)OC2C(P(C3C=CC=CC=3)C3C=CC=CC=3)=CC=CC1=2.C(=O)([O-])[O-].[Cs+].[Cs+]. The catalyst is C1C=CC(/C=C/C(/C=C/C2C=CC=CC=2)=O)=CC=1.C1C=CC(/C=C/C(/C=C/C2C=CC=CC=2)=O)=CC=1.C1C=CC(/C=C/C(/C=C/C2C=CC=CC=2)=O)=CC=1.[Pd].[Pd].O1CCOCC1. (2) The reactants are [OH:1][C@H:2]1[CH2:7][CH2:6][C@H:5]([N:8]2[C:13](=[O:14])[C:12]([CH2:15][C:16]3[CH:21]=[CH:20][C:19]([C:22]4[C:23]([C:28]#[N:29])=[CH:24][CH:25]=[CH:26][CH:27]=4)=[CH:18][CH:17]=3)=[C:11]([CH2:30][CH2:31][CH3:32])[N:10]3[N:33]=[CH:34][N:35]=[C:9]23)[CH2:4][CH2:3]1.[O:36]1[CH:40]=[CH:39][C:38](O)=[N:37]1.C1(P(C2C=CC=CC=2)C2C=CC=CC=2)C=CC=CC=1.[N:62]([C:63]([O:65]C(C)C)=[O:64])=[N:62][C:63]([O:65]C(C)C)=[O:64].Cl.[Cl-].O[NH3+].C(=O)([O-])O.[Na+]. The catalyst is O1CCCC1.O.C(OCC)(=O)C.CS(C)=O. The product is [O:36]1[CH:40]=[CH:39][C:38]([O:1][C@@H:2]2[CH2:7][CH2:6][C@H:5]([N:8]3[C:13](=[O:14])[C:12]([CH2:15][C:16]4[CH:21]=[CH:20][C:19]([C:22]5[CH:27]=[CH:26][CH:25]=[CH:24][C:23]=5[C:28]5[NH:62][C:63](=[O:64])[O:65][N:29]=5)=[CH:18][CH:17]=4)=[C:11]([CH2:30][CH2:31][CH3:32])[N:10]4[N:33]=[CH:34][N:35]=[C:9]34)[CH2:4][CH2:3]2)=[N:37]1. The yield is 0.220. (3) The reactants are [F:1][C:2]1[CH:7]=[CH:6][C:5]([C:8]2[N:12](C(C)OCC)[CH:11]=[N:10][C:9]=2[C:18]2[CH:23]=[CH:22][C:21]([S:24][CH3:25])=[CH:20][CH:19]=2)=[CH:4][CH:3]=1.CN(C)CCN(C)C.C([Li])CCC.CN(C)[CH:41]=[O:42]. The catalyst is O1CCCC1. The product is [F:1][C:2]1[CH:3]=[CH:4][C:5]([C:8]2[NH:12][C:11]([CH:41]=[O:42])=[N:10][C:9]=2[C:18]2[CH:23]=[CH:22][C:21]([S:24][CH3:25])=[CH:20][CH:19]=2)=[CH:6][CH:7]=1. The yield is 0.700. (4) The reactants are [Cl:1][C:2]1[CH:7]=[CH:6][C:5]([C:8]2([C:12]([N:14]3[CH2:19][CH2:18][CH2:17][CH:16]([CH2:20][OH:21])[CH2:15]3)=[O:13])[CH2:11][CH2:10][CH2:9]2)=[CH:4][CH:3]=1.C(N(CC)CC)C.[CH3:29][S:30](Cl)(=[O:32])=[O:31]. The catalyst is ClCCl. The product is [Cl:1][C:2]1[CH:3]=[CH:4][C:5]([C:8]2([C:12]([N:14]3[CH2:19][CH2:18][CH2:17][CH:16]([CH2:20][O:21][S:30]([CH3:29])(=[O:32])=[O:31])[CH2:15]3)=[O:13])[CH2:11][CH2:10][CH2:9]2)=[CH:6][CH:7]=1. The yield is 0.710. (5) The reactants are CC(C)=CC[O:5][C:6]1[CH:16]=[CH:15][C:9]([C:10]([O:12][CH2:13][CH3:14])=[O:11])=[CH:8][CH:7]=1. The catalyst is C1(OC)C=CC=CC=1. The product is [CH3:7][CH:8]([C:16]1[CH:15]=[C:9]([CH:8]=[CH:7][C:6]=1[OH:5])[C:10]([O:12][CH2:13][CH3:14])=[O:11])[C:9]([CH3:15])=[CH2:10]. The yield is 0.270. (6) The reactants are [CH3:1][N:2]1[C@@H:19]2[CH2:20][C:7]3[CH:8]=[CH:9][C:10]([O:22][CH3:23])=[C:11]4[O:12][C@H:13]5[C:14]([CH2:16][CH2:17][C@:18]2([OH:21])[C@:5]5([C:6]=34)[CH2:4][CH2:3]1)=[O:15].C([O-])(=O)C.[OH-].[NH4+].S([O-])([O-])(=O)=O.[Na+].[Na+]. The catalyst is C(O)(C)C.C(Cl)(Cl)Cl. The product is [CH3:1][N:2]1[C@@H:19]2[CH2:20][C:7]3[CH:8]=[CH:9][C:10]([O:22][CH3:23])=[C:11]4[O:12][C@H:13]5[C:14]([CH2:16][CH2:17][C@:18]2([OH:21])[C@:5]5([C:6]=34)[CH2:4][CH2:3]1)=[O:15]. The yield is 0.741. (7) The reactants are [Cl:1][C:2]1[CH:7]=[CH:6][C:5]([C:8]2[S:9][CH:10]=[C:11]([CH2:13][CH2:14][OH:15])[N:12]=2)=[CH:4][CH:3]=1.[Li]CCCC.[C:21](=[O:23])=[O:22]. The catalyst is C1COCC1. The product is [Cl:1][C:2]1[CH:3]=[CH:4][C:5]([C:8]2[S:9][C:10]([C:21]([OH:23])=[O:22])=[C:11]([CH2:13][CH2:14][OH:15])[N:12]=2)=[CH:6][CH:7]=1. The yield is 0.750.